From a dataset of Forward reaction prediction with 1.9M reactions from USPTO patents (1976-2016). Predict the product of the given reaction. (1) Given the reactants [CH2:1]([N:8]([CH2:18][C:19]1[CH:24]=[CH:23][CH:22]=[CH:21][CH:20]=1)[C:9]1[CH:14]=[C:13]([F:15])[C:12](Br)=[CH:11][C:10]=1[F:17])[C:2]1[CH:7]=[CH:6][CH:5]=[CH:4][CH:3]=1.[N:25]1([C:31]([O:33][C:34]([CH3:37])([CH3:36])[CH3:35])=[O:32])[CH2:30][CH2:29][NH:28][CH2:27][CH2:26]1.C1(P(C2C=CC=CC=2)C2C=CC3C(=CC=CC=3)C=2C2C3C(=CC=CC=3)C=CC=2P(C2C=CC=CC=2)C2C=CC=CC=2)C=CC=CC=1.C(=O)([O-])[O-].[Cs+].[Cs+], predict the reaction product. The product is: [CH2:1]([N:8]([CH2:18][C:19]1[CH:24]=[CH:23][CH:22]=[CH:21][CH:20]=1)[C:9]1[C:10]([F:17])=[CH:11][C:12]([N:28]2[CH2:27][CH2:26][N:25]([C:31]([O:33][C:34]([CH3:37])([CH3:36])[CH3:35])=[O:32])[CH2:30][CH2:29]2)=[C:13]([F:15])[CH:14]=1)[C:2]1[CH:7]=[CH:6][CH:5]=[CH:4][CH:3]=1. (2) Given the reactants COC(=O)[NH:4][CH2:5][CH:6]=[CH:7][C:8]1[NH:9][CH:10]([NH2:13])[NH:11][CH:12]=1, predict the reaction product. The product is: [NH:9]1[C:8]2[C:12](=[N:4][CH:5]=[CH:6][CH:7]=2)[N:11]=[C:10]1[NH2:13]. (3) Given the reactants [I:1][C:2]1[CH:11]=[N:10][C:5]2[NH:6][CH2:7][CH2:8][NH:9][C:4]=2[CH:3]=1.[F:12][C:13]1[CH:18]=[CH:17][C:16]([F:19])=[CH:15][C:14]=1[S:20](Cl)(=[O:22])=[O:21], predict the reaction product. The product is: [F:12][C:13]1[CH:18]=[CH:17][C:16]([F:19])=[CH:15][C:14]=1[S:20]([N:9]1[CH2:8][CH2:7][NH:6][C:5]2[N:10]=[CH:11][C:2]([I:1])=[CH:3][C:4]1=2)(=[O:22])=[O:21]. (4) Given the reactants [O:1]1[C:5]2[CH:6]=[CH:7][C:8]([CH:10]=[C:11]([C:15]3[CH:20]=[CH:19][C:18]([O:21][C:22]4[CH:27]=[CH:26][C:25]([CH2:28][CH2:29][C:30](=[O:32])[NH2:31])=[CH:24][CH:23]=4)=[CH:17][CH:16]=3)[C:12](O)=[O:13])=[CH:9][C:4]=2[O:3][CH2:2]1.[CH3:33][N:34](C=O)[CH3:35].CN([P+](ON1N=NC2C=CC=CC1=2)(N(C)C)N(C)C)C.F[P-](F)(F)(F)(F)F.CNC, predict the reaction product. The product is: [O:1]1[C:5]2[CH:6]=[CH:7][C:8]([CH:10]=[C:11]([C:15]3[CH:20]=[CH:19][C:18]([O:21][C:22]4[CH:27]=[CH:26][C:25]([CH2:28][CH2:29][C:30](=[O:32])[NH2:31])=[CH:24][CH:23]=4)=[CH:17][CH:16]=3)[C:12]([N:34]([CH3:35])[CH3:33])=[O:13])=[CH:9][C:4]=2[O:3][CH2:2]1. (5) Given the reactants Cl[C:2]1[N:7]=[C:6]([C:8]2[N:12]3[CH:13]=[CH:14][CH:15]=[CH:16][C:11]3=[N:10][C:9]=2[C:17]2[CH:18]=[CH:19][C:20]([O:34][CH3:35])=[C:21]([CH:33]=2)[C:22]([NH:24][C:25]2[C:30]([F:31])=[CH:29][CH:28]=[CH:27][C:26]=2[F:32])=[O:23])[CH:5]=[CH:4][N:3]=1.[CH2:36]([O:38][C:39]1[CH:45]=[C:44]([N:46]2[CH2:51][CH2:50][CH:49]([CH2:52][CH2:53][S:54]([CH3:57])(=[O:56])=[O:55])[CH2:48][CH2:47]2)[C:43]([CH3:58])=[CH:42][C:40]=1[NH2:41])[CH3:37].Cl, predict the reaction product. The product is: [F:32][C:26]1[CH:27]=[CH:28][CH:29]=[C:30]([F:31])[C:25]=1[NH:24][C:22](=[O:23])[C:21]1[CH:33]=[C:17]([C:9]2[N:10]=[C:11]3[CH:16]=[CH:15][CH:14]=[CH:13][N:12]3[C:8]=2[C:6]2[CH:5]=[CH:4][N:3]=[C:2]([NH:41][C:40]3[CH:42]=[C:43]([CH3:58])[C:44]([N:46]4[CH2:51][CH2:50][CH:49]([CH2:52][CH2:53][S:54]([CH3:57])(=[O:56])=[O:55])[CH2:48][CH2:47]4)=[CH:45][C:39]=3[O:38][CH2:36][CH3:37])[N:7]=2)[CH:18]=[CH:19][C:20]=1[O:34][CH3:35]. (6) Given the reactants [C:1]([C:5]1[N:6]=[C:7]([NH:10][C:11]([C:13]2[CH:28]=[CH:27][N:16]3[C:17](=[O:26])[C:18]([C:21]4[N:22]=[N:23][NH:24][N:25]=4)=[CH:19][N:20]=[C:15]3[CH:14]=2)=[O:12])[S:8][CH:9]=1)(C)([CH3:3])[CH3:2].COC1C=CC(CN2N=NC(C3C(=O)N4C=CC(C(O)=O)=C[C:44]4=[N:43][CH:42]=3)=N2)=CC=1.N1C=CC(C2N=C(N)SC=2)=CC=1, predict the reaction product. The product is: [N:43]1[CH:44]=[CH:2][C:1]([C:5]2[N:6]=[C:7]([NH:10][C:11]([C:13]3[CH:28]=[CH:27][N:16]4[C:17](=[O:26])[C:18]([C:21]5[N:25]=[N:24][NH:23][N:22]=5)=[CH:19][N:20]=[C:15]4[CH:14]=3)=[O:12])[S:8][CH:9]=2)=[CH:3][CH:42]=1. (7) Given the reactants C[N:2](C(ON1N=NC2C=CC=CC1=2)=[N+](C)C)C.[B-](F)(F)(F)F.C(N(CC)CC)C.[Br:30][C:31]1[CH:32]=[C:33]2[C:37](=[C:38]([C:40](O)=[O:41])[CH:39]=1)[NH:36][CH:35]=[C:34]2[CH2:43][CH:44]1[CH2:48][CH2:47][S:46](=[O:50])(=[O:49])[CH2:45]1.N.CO, predict the reaction product. The product is: [Br:30][C:31]1[CH:32]=[C:33]2[C:37](=[C:38]([C:40]([NH2:2])=[O:41])[CH:39]=1)[NH:36][CH:35]=[C:34]2[CH2:43][CH:44]1[CH2:48][CH2:47][S:46](=[O:50])(=[O:49])[CH2:45]1.